Dataset: Forward reaction prediction with 1.9M reactions from USPTO patents (1976-2016). Task: Predict the product of the given reaction. (1) The product is: [Cl:26][C:27]1[CH:28]=[C:29]([C:33]2[N:36]=[C:23]([CH:11]3[CH2:10][CH:9]([C:6]4[CH:5]=[CH:4][C:3]([CH2:1][CH3:2])=[CH:8][CH:7]=4)[CH2:14][N:13]([C:15]([N:17]4[CH2:22][CH2:21][O:20][CH2:19][CH2:18]4)=[O:16])[CH2:12]3)[O:24][N:34]=2)[CH:30]=[CH:31][CH:32]=1. Given the reactants [CH2:1]([C:3]1[CH:8]=[CH:7][C:6]([CH:9]2[CH2:14][N:13]([C:15]([N:17]3[CH2:22][CH2:21][O:20][CH2:19][CH2:18]3)=[O:16])[CH2:12][CH:11]([C:23](O)=[O:24])[CH2:10]2)=[CH:5][CH:4]=1)[CH3:2].[Cl:26][C:27]1[CH:28]=[C:29]([C:33](=[NH:36])[NH:34]O)[CH:30]=[CH:31][CH:32]=1, predict the reaction product. (2) Given the reactants [N+:1]([CH3:4])([O-:3])=[O:2].C[O-].[Na+].[Cl:8][C:9]1[CH:17]=[C:16]2[C:12](/[C:13](=[CH:19]/[CH2:20][C:21]([CH3:24])([CH3:23])[CH3:22])/[C:14](=[O:18])[NH:15]2)=[CH:11][CH:10]=1.C(O)(=O)C, predict the reaction product. The product is: [Cl:8][C:9]1[CH:17]=[C:16]2[C:12]([CH:13]([CH:19]([CH2:4][N+:1]([O-:3])=[O:2])[CH2:20][C:21]([CH3:24])([CH3:23])[CH3:22])[C:14](=[O:18])[NH:15]2)=[CH:11][CH:10]=1. (3) Given the reactants [CH:1]1[C:10]2[C:5](=[CH:6][CH:7]=[CH:8][CH:9]=2)[CH:4]=[CH:3][C:2]=1[S:11](Cl)(=[O:13])=[O:12].[CH3:15][CH:16]1[CH2:25][CH2:24][C:23]2[C:18](=[CH:19][CH:20]=[CH:21][C:22]=2[N:26]2[CH2:31][CH2:30][N:29]([C:32]([O:34][C:35]([CH3:38])([CH3:37])[CH3:36])=[O:33])[CH2:28][CH2:27]2)[NH:17]1, predict the reaction product. The product is: [CH3:15][CH:16]1[CH:25]=[CH:24][C:23]2[C:18](=[CH:19][CH:20]=[CH:21][C:22]=2[N:26]2[CH2:27][CH2:28][N:29]([C:32]([O:34][C:35]([CH3:36])([CH3:38])[CH3:37])=[O:33])[CH2:30][CH2:31]2)[N:17]1[S:11]([C:2]1[CH:3]=[CH:4][C:5]2[C:10](=[CH:9][CH:8]=[CH:7][CH:6]=2)[CH:1]=1)(=[O:13])=[O:12]. (4) Given the reactants [CH2:1]([O:3][C:4]([C:6]1([N:19]([C:24]2[CH:29]=[CH:28][CH:27]=[C:26]([F:30])[CH:25]=2)[C:20](=[O:23])[CH2:21][CH3:22])[CH2:11][CH2:10][N:9]([CH2:12][C:13]2[CH:18]=[CH:17][CH:16]=[CH:15][CH:14]=2)[CH2:8][CH2:7]1)=[O:5])[CH3:2].FC1C=C(C=CC=1)N.[C:39]([OH:46])(=[O:45])/[CH:40]=[CH:41]\[C:42]([OH:44])=[O:43], predict the reaction product. The product is: [C:39]([OH:46])(=[O:45])/[CH:40]=[CH:41]\[C:42]([OH:44])=[O:43].[CH2:1]([O:3][C:4]([C:6]1([N:19]([C:24]2[CH:29]=[CH:28][CH:27]=[C:26]([F:30])[CH:25]=2)[C:20](=[O:23])[CH2:21][CH3:22])[CH2:7][CH2:8][N:9]([CH2:12][C:13]2[CH:18]=[CH:17][CH:16]=[CH:15][CH:14]=2)[CH2:10][CH2:11]1)=[O:5])[CH3:2]. (5) Given the reactants Br[CH2:2][CH2:3][CH2:4][CH2:5][CH2:6][CH2:7][C:8]1[C:14]2[CH:15]=[CH:16][C:17]([OH:19])=[CH:18][C:13]=2[CH2:12][CH2:11][CH2:10][C:9]=1[C:20]1[CH:25]=[CH:24][CH:23]=[CH:22][CH:21]=1.[CH3:26][C:27]([OH:43])([CH3:42])[CH2:28][NH:29][CH2:30][CH2:31][CH2:32][S:33]([CH2:36][CH2:37][C:38]([F:41])([F:40])[F:39])(=[O:35])=[O:34], predict the reaction product. The product is: [OH:43][C:27]([CH3:42])([CH3:26])[CH2:28][N:29]([CH2:30][CH2:31][CH2:32][S:33]([CH2:36][CH2:37][C:38]([F:41])([F:39])[F:40])(=[O:34])=[O:35])[CH2:2][CH2:3][CH2:4][CH2:5][CH2:6][CH2:7][C:8]1[C:14]2[CH:15]=[CH:16][C:17]([OH:19])=[CH:18][C:13]=2[CH2:12][CH2:11][CH2:10][C:9]=1[C:20]1[CH:25]=[CH:24][CH:23]=[CH:22][CH:21]=1.